This data is from Reaction yield outcomes from USPTO patents with 853,638 reactions. The task is: Predict the reaction yield, written as a fraction of the theoretical maximum amount of product (1.0 means a 100% yield; for example, 0.34 means a 34% yield). (1) The reactants are [Br:1][C:2]1[CH:7]=[CH:6][C:5]([NH:8][C:9]2[N:13]([CH2:14][CH2:15][CH2:16][C:17](OCC)=[O:18])[C:12]3[C:22]([CH:27]([CH2:30][CH3:31])[CH2:28][CH3:29])=[CH:23][CH:24]=[C:25]([Cl:26])[C:11]=3[N:10]=2)=[C:4]([CH3:32])[CH:3]=1.[BH4-].[Li+]. The catalyst is O1CCCC1. The product is [Br:1][C:2]1[CH:7]=[CH:6][C:5]([NH:8][C:9]2[N:13]([CH2:14][CH2:15][CH2:16][CH2:17][OH:18])[C:12]3[C:22]([CH:27]([CH2:30][CH3:31])[CH2:28][CH3:29])=[CH:23][CH:24]=[C:25]([Cl:26])[C:11]=3[N:10]=2)=[C:4]([CH3:32])[CH:3]=1. The yield is 0.580. (2) The reactants are [C:1]([C:4]1[N:9]=[N:8][C:7]([NH:10][C@@H:11]2[CH2:16][CH2:15][CH2:14][CH2:13][C@@H:12]2[NH:17]C(=O)OC(C)(C)C)=[CH:6][C:5]=1[NH:25][C:26]1[CH:31]=[C:30]([CH3:32])[CH:29]=[C:28]([CH:33]([CH3:35])[CH3:34])[N:27]=1)(=[O:3])[NH2:2].FC(F)(F)C(O)=O. The catalyst is ClCCl. The product is [NH2:17][C@H:12]1[CH2:13][CH2:14][CH2:15][CH2:16][C@H:11]1[NH:10][C:7]1[N:8]=[N:9][C:4]([C:1]([NH2:2])=[O:3])=[C:5]([NH:25][C:26]2[CH:31]=[C:30]([CH3:32])[CH:29]=[C:28]([CH:33]([CH3:35])[CH3:34])[N:27]=2)[CH:6]=1. The yield is 0.540. (3) The reactants are [CH3:1][CH:2]([C:21]1[CH:22]=[C:23]([CH:25]=[CH:26][CH:27]=1)[NH2:24])[CH2:3][N:4]1[CH2:9][CH2:8][N:7]([C:10]2[CH:19]=[CH:18][CH:17]=[C:16]3[C:11]=2[CH:12]=[CH:13][C:14]([CH3:20])=[N:15]3)[CH2:6][CH2:5]1.[C:28](O)(=[O:30])[CH3:29]. No catalyst specified. The product is [CH3:1][CH:2]([C:21]1[CH:22]=[C:23]([NH:24][C:28](=[O:30])[CH3:29])[CH:25]=[CH:26][CH:27]=1)[CH2:3][N:4]1[CH2:5][CH2:6][N:7]([C:10]2[CH:19]=[CH:18][CH:17]=[C:16]3[C:11]=2[CH:12]=[CH:13][C:14]([CH3:20])=[N:15]3)[CH2:8][CH2:9]1. The yield is 0.750. (4) The reactants are [CH2-:1][C:2]([CH3:4])=[O:3].[CH2-:5][C:6]([CH3:8])=[O:7].[C:9]([C:12]([C@H:14]([C@@H:16]([C@@H:18]([CH2:20][OH:21])[OH:19])[OH:17])[OH:15])=O)([OH:11])=[O:10].[Si](C=[N+]=[N-])(C)(C)C.C[CH2:30][O:31]CC. The catalyst is CO. The product is [CH2-:1][C:2]([CH3:4])=[O:3].[CH2-:5][C:6]([CH3:8])=[O:7].[C:9]([CH2:12][C:14]([C@H:16]([C@@H:18]([C@@H:20]([CH2:30][OH:31])[OH:21])[OH:19])[OH:17])=[O:15])([OH:11])=[O:10]. The yield is 1.00. (5) The reactants are [Cl:1][C:2]1[CH:10]=[C:9]2[C:5]([CH:6]=[C:7]([C:11]([O:13][CH2:14]C)=[O:12])[NH:8]2)=[CH:4][CH:3]=1.[Mg].[Cl-].[NH4+].C(OCC)(=O)C. The catalyst is CO. The product is [Cl:1][C:2]1[CH:10]=[C:9]2[C:5]([CH2:6][CH:7]([C:11]([O:13][CH3:14])=[O:12])[NH:8]2)=[CH:4][CH:3]=1. The yield is 0.630. (6) The reactants are CC1C=C2N=C3C(=NC(NC3=O)=O)N(C[C@H](O)[C@H](O)[C@H](O)CO)C2=CC=1C.[CH3:28][N:29]1[C:33](=[O:34])[N:32]([C:35]2[CH:40]=[C:39]([O:41][CH:42]3[CH2:45][O:44][CH2:43]3)[CH:38]=[C:37]([N+:46]([O-])=O)[CH:36]=2)[N:31]=[N:30]1. The catalyst is CO.[Pd]. The product is [NH2:46][C:37]1[CH:36]=[C:35]([N:32]2[C:33](=[O:34])[N:29]([CH3:28])[N:30]=[N:31]2)[CH:40]=[C:39]([O:41][CH:42]2[CH2:43][O:44][CH2:45]2)[CH:38]=1. The yield is 0.790. (7) The reactants are C[Si]([CH:5]=[CH:6][CH2:7][NH2:8])(C)C.C([Li])CCC.[CH2:14]([Sn:18](Cl)([CH2:23][CH2:24][CH2:25][CH3:26])[CH2:19][CH2:20][CH2:21][CH3:22])[CH2:15][CH2:16][CH3:17]. The catalyst is C(OCC)C. The product is [CH2:23]([Sn:18]([CH2:14][CH2:15][CH2:16][CH3:17])([CH2:19][CH2:20][CH2:21][CH3:22])/[CH:5]=[CH:6]\[CH2:7][NH2:8])[CH2:24][CH2:25][CH3:26]. The yield is 0.710. (8) The reactants are [NH2:1][C@H:2]([C:4]1[N:9]([C:10]2[CH:15]=[CH:14][CH:13]=[CH:12][CH:11]=2)[C:8](=[O:16])[C:7]2=[C:17]([CH3:20])[CH:18]=[CH:19][N:6]2[N:5]=1)[CH3:3].[NH2:21][C:22]1[C:27]([C:28]([OH:30])=[O:29])=[C:26](Cl)[N:25]=[CH:24][N:23]=1.CCN(C(C)C)C(C)C.[F-].[Cs+]. The yield is 0.270. The product is [NH2:21][C:22]1[C:27]([C:28]([OH:30])=[O:29])=[C:26]([NH:1][C@H:2]([C:4]2[N:9]([C:10]3[CH:15]=[CH:14][CH:13]=[CH:12][CH:11]=3)[C:8](=[O:16])[C:7]3=[C:17]([CH3:20])[CH:18]=[CH:19][N:6]3[N:5]=2)[CH3:3])[N:25]=[CH:24][N:23]=1. The catalyst is C(O)C. (9) The reactants are [CH3:1][O:2][C:3](=[O:24])[CH:4]([N:9]1[CH:14]=[CH:13][C:12]([O:15]CC2C=CC=CC=2)=[CH:11][C:10]1=[O:23])[CH2:5][CH:6]([CH3:8])[CH3:7]. The catalyst is CO.[Pd]. The product is [CH3:1][O:2][C:3](=[O:24])[CH:4]([N:9]1[CH:14]=[CH:13][C:12]([OH:15])=[CH:11][C:10]1=[O:23])[CH2:5][CH:6]([CH3:8])[CH3:7]. The yield is 0.940. (10) The reactants are [CH2:1]([O:8][C@H:9]1[C@H:14]([O:15][CH2:16][C:17]2[CH:22]=[CH:21][CH:20]=[CH:19][CH:18]=2)[C@@H:13]([O:23][CH2:24][C:25]2[CH:30]=[CH:29][CH:28]=[CH:27][CH:26]=2)[C@H:12]([C:31]2[CH:36]=[CH:35][C:34]([Cl:37])=[C:33]([CH2:38][C:39]3[S:40][C:41]([C:44]4[O:45][CH:46]=[CH:47][CH:48]=4)=[CH:42][N:43]=3)[CH:32]=2)[O:11][C@@H:10]1[CH2:49][OH:50])[C:2]1[CH:7]=[CH:6][CH:5]=[CH:4][CH:3]=1.CC(OI1(OC(C)=O)(OC(C)=O)OC(=O)C2C=CC=CC1=2)=O. The catalyst is C(Cl)Cl. The product is [CH2:1]([O:8][C@H:9]1[C@H:14]([O:15][CH2:16][C:17]2[CH:18]=[CH:19][CH:20]=[CH:21][CH:22]=2)[C@@H:13]([O:23][CH2:24][C:25]2[CH:30]=[CH:29][CH:28]=[CH:27][CH:26]=2)[C@H:12]([C:31]2[CH:36]=[CH:35][C:34]([Cl:37])=[C:33]([CH2:38][C:39]3[S:40][C:41]([C:44]4[O:45][CH:46]=[CH:47][CH:48]=4)=[CH:42][N:43]=3)[CH:32]=2)[O:11][C@@H:10]1[CH:49]=[O:50])[C:2]1[CH:3]=[CH:4][CH:5]=[CH:6][CH:7]=1. The yield is 0.650.